The task is: Regression/Classification. Given a drug SMILES string, predict its absorption, distribution, metabolism, or excretion properties. Task type varies by dataset: regression for continuous measurements (e.g., permeability, clearance, half-life) or binary classification for categorical outcomes (e.g., BBB penetration, CYP inhibition). Dataset: cyp1a2_veith.. This data is from CYP1A2 inhibition data for predicting drug metabolism from PubChem BioAssay. (1) The molecule is Nc1c(N=Nc2cccc(Cl)c2)c(=O)[nH]n1-c1ccccc1. The result is 1 (inhibitor). (2) The compound is Cc1cc(C)c(/C=C2/C(=O)Nc3ccccc32)[nH]1. The result is 1 (inhibitor). (3) The drug is CCOc1ccc(OCc2ccc(C(=O)N3CCc4ccccc4C3)o2)cc1. The result is 1 (inhibitor). (4) The result is 1 (inhibitor). The molecule is COc1ncc2nc(C)c(=O)n(Cc3ccc(F)cc3)c2n1. (5) The molecule is COC(=O)CCC(=O)Nc1cccc(C(=O)Nc2cccc(Cl)c2)c1. The result is 1 (inhibitor).